From a dataset of Peptide-MHC class II binding affinity with 134,281 pairs from IEDB. Regression. Given a peptide amino acid sequence and an MHC pseudo amino acid sequence, predict their binding affinity value. This is MHC class II binding data. (1) The peptide sequence is ENVKMEDVGYPIIID. The MHC is HLA-DQA10102-DQB10602 with pseudo-sequence HLA-DQA10102-DQB10602. The binding affinity (normalized) is 0.422. (2) The peptide sequence is PPVSFHGSDGCWYPM. The MHC is DRB3_0202 with pseudo-sequence DRB3_0202. The binding affinity (normalized) is 0. (3) The peptide sequence is KLRSAGELELQFRRV. The MHC is DRB1_0802 with pseudo-sequence DRB1_0802. The binding affinity (normalized) is 0.246. (4) The binding affinity (normalized) is 0.238. The peptide sequence is AAATAGTTVYAAFAA. The MHC is HLA-DPA10103-DPB10601 with pseudo-sequence HLA-DPA10103-DPB10601. (5) The peptide sequence is VGNVAWMHVLAAKYI. The MHC is HLA-DQA10101-DQB10501 with pseudo-sequence HLA-DQA10101-DQB10501. The binding affinity (normalized) is 0.295. (6) The peptide sequence is WGAIWRIDTPDKLTG. The MHC is DRB1_0401 with pseudo-sequence DRB1_0401. The binding affinity (normalized) is 0.386. (7) The peptide sequence is AEAPAAAAAPEEQVQ. The MHC is DRB1_0405 with pseudo-sequence DRB1_0405. The binding affinity (normalized) is 0.216. (8) The peptide sequence is AVKPAAEEVKVIPAG. The MHC is DRB1_0401 with pseudo-sequence DRB1_0401. The binding affinity (normalized) is 0.135. (9) The peptide sequence is AFKVAAVAANAAPAN. The MHC is DRB1_1001 with pseudo-sequence DRB1_1001. The binding affinity (normalized) is 0.822.